From a dataset of Catalyst prediction with 721,799 reactions and 888 catalyst types from USPTO. Predict which catalyst facilitates the given reaction. (1) Reactant: [C:1]([O:4][C@@H:5]1[C@@H:37]([O:38][C:39](=[O:41])[CH3:40])[C@H:36]([O:42][C:43](=[O:45])[CH3:44])[C@@H:35]([CH2:46][O:47][C:48](=[O:50])[CH3:49])[O:34][C@H:6]1[O:7][C:8]1[CH:13]=[C:12]([NH:14]C(OCC2C=CC=CC=2)=O)[CH:11]=[CH:10][C:9]=1[CH2:25][C:26]1[CH:31]=[CH:30][C:29]([CH2:32][CH3:33])=[CH:28][CH:27]=1)(=[O:3])[CH3:2]. Product: [C:1]([O:4][C@@H:5]1[C@@H:37]([O:38][C:39](=[O:41])[CH3:40])[C@H:36]([O:42][C:43](=[O:45])[CH3:44])[C@@H:35]([CH2:46][O:47][C:48](=[O:50])[CH3:49])[O:34][C@H:6]1[O:7][C:8]1[CH:13]=[C:12]([NH2:14])[CH:11]=[CH:10][C:9]=1[CH2:25][C:26]1[CH:31]=[CH:30][C:29]([CH2:32][CH3:33])=[CH:28][CH:27]=1)(=[O:3])[CH3:2]. The catalyst class is: 457. (2) Product: [F:47][C:44]([F:45])([F:46])[C:42]1[CH:41]=[C:5]([CH:4]=[C:3]([C:2]([F:1])([F:48])[F:49])[CH:43]=1)[CH2:6][N:7]([CH2:23][C:24]1[CH:29]=[C:28]([C:30]([F:33])([F:31])[F:32])[CH:27]=[CH:26][C:25]=1[O:34][C:35]1[N:36]=[CH:37][CH:38]=[CH:39][N:40]=1)[C:8]1[N:9]=[CH:10][C:11]([O:14][CH2:15][CH2:16][CH2:17][C:18]([OH:20])=[O:19])=[CH:12][N:13]=1. The catalyst class is: 8. Reactant: [F:1][C:2]([F:49])([F:48])[C:3]1[CH:4]=[C:5]([CH:41]=[C:42]([C:44]([F:47])([F:46])[F:45])[CH:43]=1)[CH2:6][N:7]([CH2:23][C:24]1[CH:29]=[C:28]([C:30]([F:33])([F:32])[F:31])[CH:27]=[CH:26][C:25]=1[O:34][C:35]1[N:40]=[CH:39][CH:38]=[CH:37][N:36]=1)[C:8]1[N:13]=[CH:12][C:11]([O:14][CH2:15][CH2:16][CH2:17][C:18]([O:20]CC)=[O:19])=[CH:10][N:9]=1.[OH-].[Na+].Cl.C(OCC)(=O)C. (3) Reactant: [CH3:1][O:2][C:3]1[CH:4]=[CH:5][C:6]2[O:10][C:9]([CH:11]([NH:18][C:19]3[CH:24]=[CH:23][C:22]([C:25]([N:27]([CH3:35])[CH2:28][CH2:29][C:30]([O:32]CC)=[O:31])=[O:26])=[CH:21][CH:20]=3)[C:12]3[CH:17]=[CH:16][CH:15]=[CH:14][CH:13]=3)=[C:8]([CH3:36])[C:7]=2[CH:37]=1.O1CCCC1.[OH-].[Na+]. Product: [CH3:1][O:2][C:3]1[CH:4]=[CH:5][C:6]2[O:10][C:9]([CH:11]([NH:18][C:19]3[CH:24]=[CH:23][C:22]([C:25]([N:27]([CH3:35])[CH2:28][CH2:29][C:30]([OH:32])=[O:31])=[O:26])=[CH:21][CH:20]=3)[C:12]3[CH:13]=[CH:14][CH:15]=[CH:16][CH:17]=3)=[C:8]([CH3:36])[C:7]=2[CH:37]=1. The catalyst class is: 8. (4) Reactant: CS([C:5]1[N:10]=[C:9]([N:11]2[C:15]([NH2:16])=[N:14][C:13]([NH:17][C:18]3[CH:23]=[CH:22][CH:21]=[CH:20][CH:19]=3)=[N:12]2)[CH:8]=[C:7]([NH:24][C:25]2[CH:30]=[CH:29][CH:28]=[CH:27][CH:26]=2)[N:6]=1)(=O)=O.[C-:31]#[N:32].[K+].CCO.C(Cl)Cl.C(OCC)C. The catalyst class is: 16. Product: [NH2:16][C:15]1[N:11]([C:9]2[CH:8]=[C:7]([NH:24][C:25]3[CH:30]=[CH:29][CH:28]=[CH:27][CH:26]=3)[N:6]=[C:5]([C:31]#[N:32])[N:10]=2)[N:12]=[C:13]([NH:17][C:18]2[CH:23]=[CH:22][CH:21]=[CH:20][CH:19]=2)[N:14]=1. (5) Reactant: [S:1]1[CH:5]=[CH:4][CH:3]=[C:2]1[CH2:6][C:7]([O:9][CH3:10])=[O:8].[H-].[Na+].[CH3:13]I. Product: [S:1]1[CH:5]=[CH:4][CH:3]=[C:2]1[CH:6]([CH3:13])[C:7]([O:9][CH3:10])=[O:8]. The catalyst class is: 1. (6) Product: [CH3:18][C:19]1[C:23]([C:24]([N:26]2[CH2:27][CH2:28][N:29]([CH3:32])[CH2:30][CH2:31]2)=[O:25])=[C:22]([CH3:33])[NH:21][C:20]=1[CH:34]=[C:10]1[C:9]2[C:13](=[CH:14][CH:15]=[CH:16][C:8]=2[C:3]2[CH:4]=[CH:5][CH:6]=[CH:7][C:2]=2[F:1])[NH:12][C:11]1=[O:17]. The catalyst class is: 360. Reactant: [F:1][C:2]1[CH:7]=[CH:6][CH:5]=[CH:4][C:3]=1[C:8]1[CH:16]=[CH:15][CH:14]=[C:13]2[C:9]=1[CH2:10][C:11](=[O:17])[NH:12]2.[CH3:18][C:19]1[C:23]([C:24]([N:26]2[CH2:31][CH2:30][N:29]([CH3:32])[CH2:28][CH2:27]2)=[O:25])=[C:22]([CH3:33])[NH:21][C:20]=1[CH:34]=O. (7) Reactant: [Cl-].O[NH3+:3].[C:4](=[O:7])([O-])[OH:5].[Na+].CS(C)=O.[OH:13][C:14]([CH3:52])([CH3:51])[CH2:15][O:16][C:17]1[CH:22]=[CH:21][C:20]([N:23]2[C:28](=[O:29])[C:27]([CH2:30][C:31]3[CH:36]=[CH:35][C:34]([C:37]4[C:38]([C:43]#[N:44])=[CH:39][CH:40]=[CH:41][CH:42]=4)=[CH:33][CH:32]=3)=[C:26]([CH2:45][CH2:46][CH3:47])[N:25]3[N:48]=[CH:49][CH:50]=[C:24]23)=[CH:19][CH:18]=1. Product: [OH:13][C:14]([CH3:51])([CH3:52])[CH2:15][O:16][C:17]1[CH:18]=[CH:19][C:20]([N:23]2[C:28](=[O:29])[C:27]([CH2:30][C:31]3[CH:36]=[CH:35][C:34]([C:37]4[CH:42]=[CH:41][CH:40]=[CH:39][C:38]=4[C:43]4[NH:3][C:4](=[O:7])[O:5][N:44]=4)=[CH:33][CH:32]=3)=[C:26]([CH2:45][CH2:46][CH3:47])[N:25]3[N:48]=[CH:49][CH:50]=[C:24]23)=[CH:21][CH:22]=1. The catalyst class is: 13. (8) Reactant: [O:1]1[C:12]2[C:13]3[C:8]([C:9]([C:14]4[C:23]5[C:18](=[CH:19][CH:20]=[CH:21][CH:22]=5)[CH:17]=[C:16]([CH3:24])[C:15]=4[OH:25])=[CH:10][CH:11]=2)=[N:7][CH:6]=[CH:5][C:4]=3[CH2:3][CH2:2]1.N1C(C)=CC=CC=1C.[F:34][C:35]([F:48])([F:47])[S:36](O[S:36]([C:35]([F:48])([F:47])[F:34])(=[O:38])=[O:37])(=[O:38])=[O:37]. Product: [F:34][C:35]([F:48])([F:47])[S:36]([O:25][C:15]1[C:16]([CH3:24])=[CH:17][C:18]2[C:23](=[CH:22][CH:21]=[CH:20][CH:19]=2)[C:14]=1[C:9]1[C:8]2[C:13]3=[C:4]([CH2:3][CH2:2][O:1][C:12]3=[CH:11][CH:10]=1)[CH:5]=[CH:6][N:7]=2)(=[O:38])=[O:37]. The catalyst class is: 2.